Dataset: Reaction yield outcomes from USPTO patents with 853,638 reactions. Task: Predict the reaction yield, written as a fraction of the theoretical maximum amount of product (1.0 means a 100% yield; for example, 0.34 means a 34% yield). (1) The reactants are [C:1]([C:3]1[CH:4]=[C:5]([C:13]2[O:17][N:16]=[C:15]([C:18]3[C:28]4[CH2:27][CH2:26][N:25](C(OC(C)(C)C)=O)[CH2:24][CH2:23][C:22]=4[CH:21]=[CH:20][CH:19]=3)[N:14]=2)[CH:6]=[CH:7][C:8]=1[O:9][CH:10]([CH3:12])[CH3:11])#[N:2].FC(F)(F)C(O)=O.C(Cl)[Cl:44]. No catalyst specified. The product is [ClH:44].[CH3:12][CH:10]([O:9][C:8]1[CH:7]=[CH:6][C:5]([C:13]2[O:17][N:16]=[C:15]([C:18]3[C:28]4[CH2:27][CH2:26][NH:25][CH2:24][CH2:23][C:22]=4[CH:21]=[CH:20][CH:19]=3)[N:14]=2)=[CH:4][C:3]=1[C:1]#[N:2])[CH3:11]. The yield is 1.00. (2) The reactants are [Cl-].[Cl:2][CH2:3][N+:4]12[CH2:11][CH2:10][N:7]([CH2:8][CH2:9]1)[C@H:6]([C:12]1[CH:17]=[CH:16][CH:15]=[CH:14][CH:13]=1)[CH2:5]2.[F:18][C:19]([F:25])([F:24])[S:20]([O-:23])(=[O:22])=[O:21].[Na+]. The yield is 0.990. The product is [F:18][C:19]([F:25])([F:24])[S:20]([O-:23])(=[O:22])=[O:21].[Cl:2][CH2:3][N+:4]12[CH2:9][CH2:8][N:7]([CH2:10][CH2:11]1)[C@H:6]([C:12]1[CH:13]=[CH:14][CH:15]=[CH:16][CH:17]=1)[CH2:5]2. The catalyst is C(#N)C.